From a dataset of Forward reaction prediction with 1.9M reactions from USPTO patents (1976-2016). Predict the product of the given reaction. Given the reactants Br[C:2]1[CH:3]=[C:4]([C:9]2[CH:10]=[C:11]([C:15]3[C:20]([F:21])=[CH:19][C:18]([F:22])=[CH:17][N:16]=3)[N:12]=[N:13][CH:14]=2)[CH:5]=[CH:6][C:7]=1[F:8].[F:23][C:24]1[CH:29]=[C:28]([F:30])[CH:27]=[CH:26][C:25]=1B(O)O, predict the reaction product. The product is: [F:21][C:20]1[C:15]([C:11]2[N:12]=[N:13][CH:14]=[C:9]([C:4]3[CH:3]=[C:2]([C:27]4[CH:26]=[CH:25][C:24]([F:23])=[CH:29][C:28]=4[F:30])[C:7]([F:8])=[CH:6][CH:5]=3)[CH:10]=2)=[N:16][CH:17]=[C:18]([F:22])[CH:19]=1.